This data is from Forward reaction prediction with 1.9M reactions from USPTO patents (1976-2016). The task is: Predict the product of the given reaction. (1) Given the reactants [CH:1]1[C:13]2[CH:12]([CH2:14][O:15][C:16]([N:18]3[CH2:23][C@@H:22]([C:24](=[O:47])[NH:25][CH2:26][C:27]4([CH2:41][CH2:42][CH2:43][CH2:44][O:45][CH3:46])[C:40]5[CH:39]=[CH:38][CH:37]=[CH:36][C:35]=5[O:34][C:33]5[C:28]4=[CH:29][CH:30]=[CH:31][CH:32]=5)[CH2:21][C@@H:20]([NH2:48])[CH2:19]3)=[O:17])[C:11]3[C:6](=[CH:7][CH:8]=[CH:9][CH:10]=3)[C:5]=2[CH:4]=[CH:3][CH:2]=1.[F:49][C:50]([F:57])([F:56])[CH2:51][S:52](Cl)(=[O:54])=[O:53], predict the reaction product. The product is: [CH:1]1[C:13]2[CH:12]([CH2:14][O:15][C:16]([N:18]3[CH2:19][C@H:20]([NH:48][S:52]([CH2:51][C:50]([F:57])([F:56])[F:49])(=[O:54])=[O:53])[CH2:21][C@H:22]([C:24](=[O:47])[NH:25][CH2:26][C:27]4([CH2:41][CH2:42][CH2:43][CH2:44][O:45][CH3:46])[C:40]5[CH:39]=[CH:38][CH:37]=[CH:36][C:35]=5[O:34][C:33]5[C:28]4=[CH:29][CH:30]=[CH:31][CH:32]=5)[CH2:23]3)=[O:17])[C:11]3[C:6](=[CH:7][CH:8]=[CH:9][CH:10]=3)[C:5]=2[CH:4]=[CH:3][CH:2]=1. (2) Given the reactants [IH:1].[CH3:2][N:3]1[C:8](=[O:9])[N:7]2[CH:10]=[N:11][C:12]([C:13](SC)=[NH:14])=[C:6]2[N:5]=[N:4]1.[NH2:17][CH2:18][C:19]([C:21]1[CH:26]=[CH:25][CH:24]=[CH:23][CH:22]=1)=[O:20], predict the reaction product. The product is: [IH:1].[CH3:2][N:3]1[C:8](=[O:9])[N:7]2[CH:10]=[N:11][C:12]([C:13](=[NH:14])[NH:17][CH2:18][C:19](=[O:20])[C:21]3[CH:26]=[CH:25][CH:24]=[CH:23][CH:22]=3)=[C:6]2[N:5]=[N:4]1. (3) The product is: [C:31]([NH:34][CH2:2][C:3]([NH:5][C:6]1[CH:7]=[CH:8][C:9]2[C:15]3[S:16][C:17]([C:19]([N:21]([C:23]4[CH:28]=[CH:27][CH:26]=[CH:25][C:24]=4[Cl:29])[CH3:22])=[O:20])=[CH:18][C:14]=3[CH2:13][CH2:12][O:11][C:10]=2[CH:30]=1)=[O:4])(=[O:33])[CH3:32]. Given the reactants Cl[CH2:2][C:3]([NH:5][C:6]1[CH:7]=[CH:8][C:9]2[C:15]3[S:16][C:17]([C:19]([N:21]([C:23]4[CH:28]=[CH:27][CH:26]=[CH:25][C:24]=4[Cl:29])[CH3:22])=[O:20])=[CH:18][C:14]=3[CH2:13][CH2:12][O:11][C:10]=2[CH:30]=1)=[O:4].[C:31]([NH2:34])(=[O:33])[CH3:32], predict the reaction product. (4) The product is: [CH2:1]([O:5][CH2:6][CH2:7][O:8][C:9]1[CH:10]=[CH:11][C:12]([C:15]2[CH:16]=[CH:17][C:18]3[N:24]([CH2:25][CH:26]([CH3:27])[CH3:28])[CH2:23][CH2:22][C:21]([C:29]([NH:31][C:32]4[CH:37]=[CH:36][C:35]([S:38]([CH2:39][C:40]5[NH:41][CH:42]=[C:43]([CH2:45][C:46]([F:49])([F:47])[F:48])[N:44]=5)=[O:59])=[CH:34][CH:33]=4)=[O:30])=[CH:20][C:19]=3[CH:50]=2)=[CH:13][CH:14]=1)[CH2:2][CH2:3][CH3:4]. Given the reactants [CH2:1]([O:5][CH2:6][CH2:7][O:8][C:9]1[CH:14]=[CH:13][C:12]([C:15]2[CH:16]=[CH:17][C:18]3[N:24]([CH2:25][CH:26]([CH3:28])[CH3:27])[CH2:23][CH2:22][C:21]([C:29]([NH:31][C:32]4[CH:37]=[CH:36][C:35]([S:38][CH2:39][C:40]5[NH:41][CH:42]=[C:43]([CH2:45][C:46]([F:49])([F:48])[F:47])[N:44]=5)=[CH:34][CH:33]=4)=[O:30])=[CH:20][C:19]=3[CH:50]=2)=[CH:11][CH:10]=1)[CH2:2][CH2:3][CH3:4].ClC1C=CC=C(C(OO)=[O:59])C=1.S([O-])([O-])(=O)=S.[Na+].[Na+], predict the reaction product. (5) Given the reactants [Br:1][C:2]1[CH:3]=[C:4]([NH2:13])[C:5]([N:8]([CH2:10][CH2:11]Cl)[CH3:9])=[CH:6][CH:7]=1.C(=O)([O-])[O-].[K+].[K+], predict the reaction product. The product is: [Br:1][C:2]1[CH:3]=[C:4]2[C:5](=[CH:6][CH:7]=1)[N:8]([CH3:9])[CH2:10][CH2:11][NH:13]2. (6) The product is: [CH3:1][C:2]1[CH:7]=[C:6]([NH:8][C:9]2[N:10]=[CH:11][C:12]3[CH2:18][CH2:17][NH:16][CH2:15][C:13]=3[N:14]=2)[CH:5]=[CH:4][N:3]=1. Given the reactants [CH3:1][C:2]1[CH:7]=[C:6]([NH:8][C:9]2[N:10]=[CH:11][C:12]3[CH2:18][CH2:17][N:16](C(OC(C)(C)C)=O)[CH2:15][C:13]=3[N:14]=2)[CH:5]=[CH:4][N:3]=1.C(O)(C(F)(F)F)=O, predict the reaction product. (7) Given the reactants [C:1]1([S:7](Cl)(=[O:9])=[O:8])[CH:6]=[CH:5][CH:4]=[CH:3][CH:2]=1.[CH2:11]([O:13][C:14]([C:16]1[C:21]([O:22][CH2:23][CH3:24])=[C:20]([N:25]2[CH2:30][CH2:29][O:28][CH2:27][CH2:26]2)[N:19]=[C:18]([C:31]2[CH:36]=[CH:35][C:34]([NH2:37])=[CH:33][CH:32]=2)[N:17]=1)=[O:15])[CH3:12], predict the reaction product. The product is: [CH2:11]([O:13][C:14]([C:16]1[C:21]([O:22][CH2:23][CH3:24])=[C:20]([N:25]2[CH2:26][CH2:27][O:28][CH2:29][CH2:30]2)[N:19]=[C:18]([C:31]2[CH:32]=[CH:33][C:34]([NH:37][S:7]([C:1]3[CH:6]=[CH:5][CH:4]=[CH:3][CH:2]=3)(=[O:9])=[O:8])=[CH:35][CH:36]=2)[N:17]=1)=[O:15])[CH3:12]. (8) Given the reactants [F:1][C:2]1[CH:9]=[C:8]([OH:10])[CH:7]=[CH:6][C:3]=1[C:4]#[N:5].Cl.Cl[CH2:13][C:14]1[CH:19]=[CH:18][CH:17]=[CH:16][N:15]=1, predict the reaction product. The product is: [F:1][C:2]1[CH:9]=[C:8]([O:10][CH2:13][C:14]2[CH:19]=[CH:18][CH:17]=[CH:16][N:15]=2)[CH:7]=[CH:6][C:3]=1[C:4]#[N:5]. (9) Given the reactants [OH:1][C:2]([C:4]([F:7])([F:6])[F:5])=[O:3].[O:8]=[S:9]1(=[O:59])[CH2:14][CH2:13][N:12]([CH2:15][CH2:16][NH:17][C@:18]23[CH2:53][CH2:52][C@@H:51]([NH:54][C:55]([NH:57][CH3:58])=[O:56])[C@@H:19]2[C@@H:20]2[C@@:33]([CH3:36])([CH2:34][CH2:35]3)[C@@:32]3([CH3:37])[C@@H:23]([C@:24]4([CH3:50])[C@@H:29]([CH2:30][CH2:31]3)[C:28]([CH3:39])([CH3:38])[C:27]([C:40]3[CH:49]=[CH:48][C:43]([C:44]([O:46]C)=[O:45])=[CH:42][CH:41]=3)=[CH:26][CH2:25]4)[CH2:22][CH2:21]2)[CH2:11][CH2:10]1.O.[OH-].[Li+].O1CCCC1, predict the reaction product. The product is: [O:59]=[S:9]1(=[O:8])[CH2:14][CH2:13][N:12]([CH2:15][CH2:16][NH:17][C@:18]23[CH2:53][CH2:52][C@@H:51]([NH:54][C:55]([NH:57][CH3:58])=[O:56])[C@@H:19]2[C@@H:20]2[C@@:33]([CH3:36])([CH2:34][CH2:35]3)[C@@:32]3([CH3:37])[C@@H:23]([C@:24]4([CH3:50])[C@@H:29]([CH2:30][CH2:31]3)[C:28]([CH3:39])([CH3:38])[C:27]([C:40]3[CH:41]=[CH:42][C:43]([C:44]([OH:46])=[O:45])=[CH:48][CH:49]=3)=[CH:26][CH2:25]4)[CH2:22][CH2:21]2)[CH2:11][CH2:10]1.[C:2]([OH:3])([C:4]([F:7])([F:6])[F:5])=[O:1].